Dataset: Reaction yield outcomes from USPTO patents with 853,638 reactions. Task: Predict the reaction yield, written as a fraction of the theoretical maximum amount of product (1.0 means a 100% yield; for example, 0.34 means a 34% yield). (1) The reactants are [F:1][C:2]1[C:11]([F:12])=[C:10]([F:13])[C:9]([F:14])=[C:8]([F:15])[C:3]=1[O:4][CH2:5][CH2:6]O.C1C(=O)N([Br:23])C(=O)C1.C1(P(C2C=CC=CC=2)C2C=CC=CC=2)C=CC=CC=1. The catalyst is CC#N. The product is [Br:23][CH2:6][CH2:5][O:4][C:3]1[C:2]([F:1])=[C:11]([F:12])[C:10]([F:13])=[C:9]([F:14])[C:8]=1[F:15]. The yield is 0.990. (2) The reactants are [SH-].[Na+].[CH3:3][C:4]1([CH3:13])[O:8][N:7]=[C:6]([S:9]([CH3:12])(=O)=O)[CH2:5]1.C(=O)([O-])[O-].[K+].[K+].C(S([O-])=O)O.[Na+].BrC[C:28]1[C:29]([C:38]([F:41])([F:40])[F:39])=[N:30][N:31]([C:34]([CH3:37])([CH3:36])[CH3:35])[C:32]=1[Cl:33]. The catalyst is CN(C)C=O.O. The product is [C:34]([N:31]1[C:32]([Cl:33])=[C:28]([CH2:12][S:9][C:6]2[CH2:5][C:4]([CH3:13])([CH3:3])[O:8][N:7]=2)[C:29]([C:38]([F:39])([F:41])[F:40])=[N:30]1)([CH3:37])([CH3:35])[CH3:36]. The yield is 0.571. (3) The reactants are Cl[C:2]1[N:7]=[C:6]([N:8]([CH3:13])[S:9]([CH3:12])(=[O:11])=[O:10])[C:5]([F:14])=[C:4]([NH:15][C:16]2[CH:20]=[C:19]([CH3:21])[NH:18][N:17]=2)[N:3]=1.ClC1C(NC2C=C(OC)NN=2)=NC([NH:29][C@H:30]([C:32]2[N:37]=[CH:36][C:35]([F:38])=[CH:34][N:33]=2)[CH3:31])=NC=1.CCN(C(C)C)C(C)C. The catalyst is CCCCO. The product is [F:14][C:5]1[C:6]([N:8]([CH3:13])[S:9]([CH3:12])(=[O:11])=[O:10])=[N:7][C:2]([NH:29][C@H:30]([C:32]2[N:37]=[CH:36][C:35]([F:38])=[CH:34][N:33]=2)[CH3:31])=[N:3][C:4]=1[NH:15][C:16]1[CH:20]=[C:19]([CH3:21])[NH:18][N:17]=1. The yield is 0.620. (4) The product is [F:25][C:2]([F:1])([F:24])[C:3]1[CH:4]=[CH:5][C:6]([O:9][C:10]2[CH:11]=[C:12](/[CH:16]=[C:17]3/[CH2:18][CH:19]([NH:23][C:32]([C:27]4[CH:28]=[N:29][CH:30]=[CH:31][N:26]=4)=[O:33])[CH2:20][CH2:21][CH2:22]/3)[CH:13]=[CH:14][CH:15]=2)=[N:7][CH:8]=1. The reactants are [F:1][C:2]([F:25])([F:24])[C:3]1[CH:4]=[CH:5][C:6]([O:9][C:10]2[CH:11]=[C:12](/[CH:16]=[C:17]3/[CH2:18][CH:19]([NH2:23])[CH2:20][CH2:21][CH2:22]/3)[CH:13]=[CH:14][CH:15]=2)=[N:7][CH:8]=1.[N:26]1[CH:31]=[CH:30][N:29]=[CH:28][C:27]=1[C:32](O)=[O:33].CN(C(ON1N=NC2C=CC=NC1=2)=[N+](C)C)C.F[P-](F)(F)(F)(F)F.CCN(C(C)C)C(C)C. The catalyst is CN(C=O)C. The yield is 0.620.